Dataset: Catalyst prediction with 721,799 reactions and 888 catalyst types from USPTO. Task: Predict which catalyst facilitates the given reaction. (1) Reactant: Cl.C(OCC)(=O)C.C(OC(=O)[NH:14][CH:15]1[CH2:20][CH2:19][N:18]([C:21]2[CH:26]=[CH:25][C:24]([NH:27][C:28](=[O:43])[C:29]3[CH:34]=[C:33]([Cl:35])[CH:32]=[CH:31][C:30]=3[O:36]COCCOC)=[CH:23][C:22]=2[F:44])[CH2:17][CH2:16]1)(C)(C)C. Product: [ClH:35].[NH2:14][CH:15]1[CH2:16][CH2:17][N:18]([C:21]2[CH:26]=[CH:25][C:24]([NH:27][C:28](=[O:43])[C:29]3[CH:34]=[C:33]([Cl:35])[CH:32]=[CH:31][C:30]=3[OH:36])=[CH:23][C:22]=2[F:44])[CH2:19][CH2:20]1. The catalyst class is: 13. (2) Reactant: Br[C:2]1[CH:3]=[C:4]([CH:8]([C:10]2[N:11]([CH3:15])[CH:12]=[CH:13][N:14]=2)[OH:9])[CH:5]=[N:6][CH:7]=1.[Cl:16][C:17]1[CH:18]=[C:19]2[C:24](=[CH:25][CH:26]=1)[C:23](=[O:27])[NH:22][CH2:21][CH2:20]2.C([O-])([O-])=O.[Cs+].[Cs+].O. Product: [Cl:16][C:17]1[CH:18]=[C:19]2[C:24](=[CH:25][CH:26]=1)[C:23](=[O:27])[N:22]([C:2]1[CH:7]=[N:6][CH:5]=[C:4]([C:8]([C:10]3[N:11]([CH3:15])[CH:12]=[CH:13][N:14]=3)=[O:9])[CH:3]=1)[CH2:21][CH2:20]2. The catalyst class is: 185. (3) Reactant: C(OC([CH:6]1[C:11](=[O:12])[CH2:10][CH2:9][N:8]([N:13]2[CH2:18][CH2:17][CH2:16][CH2:15][CH2:14]2)[C:7]1=[O:19])=O)C. Product: [N:8]1([N:13]2[CH2:18][CH2:17][CH2:16][CH2:15][CH2:14]2)[CH2:9][CH2:10][C:11](=[O:12])[CH2:6][C:7]1=[O:19]. The catalyst class is: 15. (4) Reactant: [C:1]([CH2:3][P:4](=[O:11])([O:8][CH2:9][CH3:10])[O:5][CH2:6][CH3:7])#[N:2].C([O-])(=O)C.[NH4+].C(O)(=O)C.[O:21]1[CH2:26][CH2:25][CH:24]([CH:27]=O)[CH2:23][CH2:22]1. Product: [CH2:6]([O:5][P:4]([C:3]([C:1]#[N:2])=[CH:27][CH:24]1[CH2:25][CH2:26][O:21][CH2:22][CH2:23]1)(=[O:11])[O:8][CH2:9][CH3:10])[CH3:7]. The catalyst class is: 11. (5) Reactant: Br[C:2]1[CH:9]=[CH:8][C:5]([C:6]#[N:7])=[CH:4][CH:3]=1.[Si:10]([O:27][CH:28]1[CH2:33][N:32]([C:34]([O:36][C:37]([CH3:40])([CH3:39])[CH3:38])=[O:35])[C:31](=[O:41])[CH2:30][CH2:29]1)([C:23]([CH3:26])([CH3:25])[CH3:24])([C:17]1[CH:22]=[CH:21][CH:20]=[CH:19][CH:18]=1)[C:11]1[CH:16]=[CH:15][CH:14]=[CH:13][CH:12]=1. Product: [C:37]([O:36][C:34](=[O:35])[NH:32][CH2:33][CH:28]([O:27][Si:10]([C:23]([CH3:26])([CH3:25])[CH3:24])([C:17]1[CH:18]=[CH:19][CH:20]=[CH:21][CH:22]=1)[C:11]1[CH:16]=[CH:15][CH:14]=[CH:13][CH:12]=1)[CH2:29][CH2:30][C:31]([C:2]1[CH:9]=[CH:8][C:5]([C:6]#[N:7])=[CH:4][CH:3]=1)=[O:41])([CH3:40])([CH3:38])[CH3:39]. The catalyst class is: 1.